Dataset: Full USPTO retrosynthesis dataset with 1.9M reactions from patents (1976-2016). Task: Predict the reactants needed to synthesize the given product. Given the product [F:1][C:2]1[CH:7]=[CH:6][C:5]([C:8]2[CH:13]=[CH:12][N:11]=[CH:10][C:9]=2[N:14]([CH3:28])[C:15]([C:16]2[CH:17]=[C:18]([S:26][CH2:32][CH2:33][NH:34][C:35](=[O:41])[O:36][C:37]([CH3:40])([CH3:39])[CH3:38])[CH:19]=[C:20]([C:22]([F:25])([F:24])[F:23])[CH:21]=2)=[O:27])=[C:4]([O:29][CH3:30])[CH:3]=1, predict the reactants needed to synthesize it. The reactants are: [F:1][C:2]1[CH:7]=[CH:6][C:5]([C:8]2[CH:13]=[CH:12][N:11]=[CH:10][C:9]=2[N:14]([CH3:28])[C:15](=[O:27])[C:16]2[CH:21]=[C:20]([C:22]([F:25])([F:24])[F:23])[CH:19]=[C:18]([SH:26])[CH:17]=2)=[C:4]([O:29][CH3:30])[CH:3]=1.Br[CH2:32][CH2:33][NH:34][C:35](=[O:41])[O:36][C:37]([CH3:40])([CH3:39])[CH3:38].CCN(C(C)C)C(C)C.[NH4+].[Cl-].